Task: Predict which catalyst facilitates the given reaction.. Dataset: Catalyst prediction with 721,799 reactions and 888 catalyst types from USPTO (1) Reactant: [CH2:1]([C:4]1[CH:5]=[C:6]([NH:12][C:13](=[O:18])[CH2:14][CH2:15][CH2:16]Br)[CH:7]=[CH:8][C:9]=1[O:10][CH3:11])[CH:2]=[CH2:3].[H-].[Na+]. Product: [CH2:1]([C:4]1[CH:5]=[C:6]([N:12]2[CH2:16][CH2:15][CH2:14][C:13]2=[O:18])[CH:7]=[CH:8][C:9]=1[O:10][CH3:11])[CH:2]=[CH2:3]. The catalyst class is: 42. (2) Reactant: [Cl:1][C:2]1[C:10]2[NH:9][C:8]3[C:11](=[O:14])[CH2:12][CH2:13][C:7]=3[C:6]=2[CH:5]=[C:4]([Cl:15])[CH:3]=1.[C:16]([O-:19])([O-])=O.[K+].[K+].CN([CH:25]=[O:26])C. Product: [C:16]([O:26][CH2:25][N:9]1[C:10]2[C:2]([Cl:1])=[CH:3][C:4]([Cl:15])=[CH:5][C:6]=2[C:7]2[CH2:13][CH2:12][C:11](=[O:14])[C:8]1=2)(=[O:19])[C:6]([CH3:7])([CH3:10])[CH3:5]. The catalyst class is: 6. (3) Reactant: [CH:1]1([C:4]([N:6]2[CH2:10][CH2:9][C@@H:8]([CH2:11][NH:12][C:13]3[C:14]([N+:19]([O-])=O)=[N:15][CH:16]=[CH:17][CH:18]=3)[CH2:7]2)=[O:5])[CH2:3][CH2:2]1.[H][H]. Product: [CH:1]1([C:4]([N:6]2[CH2:10][CH2:9][C@@H:8]([CH2:11][NH:12][C:13]3[C:14]([NH2:19])=[N:15][CH:16]=[CH:17][CH:18]=3)[CH2:7]2)=[O:5])[CH2:3][CH2:2]1. The catalyst class is: 696. (4) Product: [Cl:1][C:2]1[CH:3]=[C:4]2[C:13](=[CH:14][C:15]=1[Cl:16])[C:8](=[O:9])[NH:7][CH2:6][CH2:5]2. The catalyst class is: 265. Reactant: [Cl:1][C:2]1[CH:3]=[C:4]([CH:13]=[CH:14][C:15]=1[Cl:16])[CH2:5][CH2:6][NH:7][C:8](=O)[O:9]CC.O=P12OP3(OP(OP(O3)(O1)=O)(=O)O2)=O. (5) Reactant: [H-].[Na+].C(O[C:6]([C:8]1[NH:9][C:10]2[C:15]([CH:16]=1)=[CH:14][CH:13]=[C:12]([C:17]([O:19]CC)=[O:18])[CH:11]=2)=[O:7])C.Br[CH2:23][CH2:24][CH2:25]C(OCC)=O. Product: [O:7]=[C:6]1[C:8]2=[CH:16][C:15]3[C:10]([N:9]2[CH2:25][CH2:24][CH2:23]1)=[CH:11][C:12]([C:17]([OH:19])=[O:18])=[CH:13][CH:14]=3. The catalyst class is: 3. (6) Reactant: [CH3:1][O:2][C:3]1[CH:4]=[C:5]([N:12]2[CH2:16][CH2:15][CH2:14][C:13]2=[O:17])[CH:6]=[C:7]([N+:9]([O-])=O)[CH:8]=1. Product: [NH2:9][C:7]1[CH:6]=[C:5]([N:12]2[CH2:16][CH2:15][CH2:14][C:13]2=[O:17])[CH:4]=[C:3]([O:2][CH3:1])[CH:8]=1. The catalyst class is: 19.